Dataset: Catalyst prediction with 721,799 reactions and 888 catalyst types from USPTO. Task: Predict which catalyst facilitates the given reaction. (1) Reactant: C([O:8][CH2:9][CH2:10][CH2:11][C:12]1[N:20]([CH3:21])[C:15]2=[N:16][CH:17]=[CH:18][CH:19]=[C:14]2[N:13]=1)C1C=CC=CC=1.C(O)=O. Product: [CH3:21][N:20]1[C:15]2=[N:16][CH:17]=[CH:18][CH:19]=[C:14]2[N:13]=[C:12]1[CH2:11][CH2:10][CH2:9][OH:8]. The catalyst class is: 105. (2) Reactant: C([O:8][C:9]1[CH:14]=[CH:13][C:12]([CH2:15][CH2:16][C:17]([C:46]([O:48][C:49]([CH3:52])([CH3:51])[CH3:50])=[O:47])([C:36]([O:38]CC2C=CC=CC=2)=[O:37])[CH2:18][CH2:19][C@H:20]([NH:28][C:29]([O:31][C:32]([CH3:35])([CH3:34])[CH3:33])=[O:30])[C:21]([O:23][C:24]([CH3:27])([CH3:26])[CH3:25])=[O:22])=[CH:11][CH:10]=1)C1C=CC=CC=1. Product: [C:24]([O:23][C:21](=[O:22])[C@@H:20]([NH:28][C:29]([O:31][C:32]([CH3:35])([CH3:34])[CH3:33])=[O:30])[CH2:19][CH2:18][C:17]([C:46]([O:48][C:49]([CH3:50])([CH3:51])[CH3:52])=[O:47])([CH2:16][CH2:15][C:12]1[CH:13]=[CH:14][C:9]([OH:8])=[CH:10][CH:11]=1)[C:36]([OH:38])=[O:37])([CH3:25])([CH3:26])[CH3:27]. The catalyst class is: 19. (3) Reactant: [N:1]1([CH2:7][CH2:8][CH2:9][C:10]([OH:12])=O)[CH2:6][CH2:5][CH2:4][CH2:3][CH2:2]1.[NH:13]1[C:21]2[C:16](=[CH:17][CH:18]=[CH:19][CH:20]=2)[C:15]([C:22]2[CH:23]=[C:24]([NH2:27])[NH:25][N:26]=2)=[CH:14]1.C([O-])=O. Product: [NH:13]1[C:21]2[C:16](=[CH:17][CH:18]=[CH:19][CH:20]=2)[C:15]([C:22]2[CH:23]=[C:24]([NH:27][C:10](=[O:12])[CH2:9][CH2:8][CH2:7][N:1]3[CH2:2][CH2:3][CH2:4][CH2:5][CH2:6]3)[NH:25][N:26]=2)=[CH:14]1. The catalyst class is: 26. (4) Reactant: [CH3:1][C:2]1([CH2:13][N:14]2[CH2:19][CH2:18][N:17]([C:20]([O:22][CH2:23][C:24]3[CH:29]=[CH:28][C:27]([S:30][CH3:31])=[CH:26][CH:25]=3)=[O:21])[CH2:16][CH2:15]2)[O:6][C:5]2=[N:7][C:8]([N+:10]([O-:12])=[O:11])=[CH:9][N:4]2[CH2:3]1.ClC1C=CC=C(C(OO)=[O:40])C=1. Product: [CH3:1][C:2]1([CH2:13][N:14]2[CH2:15][CH2:16][N:17]([C:20]([O:22][CH2:23][C:24]3[CH:25]=[CH:26][C:27]([S:30]([CH3:31])=[O:40])=[CH:28][CH:29]=3)=[O:21])[CH2:18][CH2:19]2)[O:6][C:5]2=[N:7][C:8]([N+:10]([O-:12])=[O:11])=[CH:9][N:4]2[CH2:3]1. The catalyst class is: 2.